From a dataset of Reaction yield outcomes from USPTO patents with 853,638 reactions. Predict the reaction yield, written as a fraction of the theoretical maximum amount of product (1.0 means a 100% yield; for example, 0.34 means a 34% yield). (1) The reactants are [CH2:1]([O:3][C:4](=[O:17])[C:5]1[CH:10]=[CH:9][C:8]([NH:11][C:12](=[O:16])[CH2:13][CH2:14][NH2:15])=[CH:7][CH:6]=1)[CH3:2].C(N(CC)CC)C.[NH2:25][C:26]1[N:31]=[C:30](Cl)[CH:29]=[C:28]([Cl:33])[N:27]=1.O. The catalyst is C(O)C. The product is [CH2:1]([O:3][C:4](=[O:17])[C:5]1[CH:6]=[CH:7][C:8]([NH:11][C:12](=[O:16])[CH2:13][CH2:14][NH:15][C:30]2[CH:29]=[C:28]([Cl:33])[N:27]=[C:26]([NH2:25])[N:31]=2)=[CH:9][CH:10]=1)[CH3:2]. The yield is 0.930. (2) The product is [Cl:27][C:23]1[CH:22]=[C:21]([N:12]2[CH2:11][CH2:10][CH:9]([NH:8][C:6](=[O:7])[O:5][C:2]([CH3:1])([CH3:3])[CH3:4])[CH2:13]2)[CH:26]=[CH:25][CH:24]=1. The yield is 0.628. The catalyst is C1(C)C=CC=CC=1. The reactants are [CH3:1][C:2]([O:5][C:6]([NH:8][CH:9]1[CH2:13][NH:12][CH2:11][CH2:10]1)=[O:7])([CH3:4])[CH3:3].C(=O)([O-])[O-].[Cs+].[Cs+].Br[C:21]1[CH:22]=[C:23]([Cl:27])[CH:24]=[CH:25][CH:26]=1.C1(P(C2C=CC=CC=2)C2(P(C3C=CC=CC=3)C3C=CC=CC=3)CC=C3C(C=CC=C3)=C2C2C3C(=CC=CC=3)C=CC=2)C=CC=CC=1. (3) The reactants are [F-].C([N+](CCCC)(CCCC)CCCC)CCC.[CH3:19][C:20]1[S:24][CH:23]=[C:22]([C:25]2[CH:32]=[CH:31][CH:30]=[CH:29][C:26]=2[CH:27]=[O:28])[CH:21]=1.[F:33][C:34]([Si](C)(C)C)([F:36])[F:35].Cl. The catalyst is C1COCC1. The product is [F:33][C:34]([F:36])([F:35])[CH:27]([C:26]1[CH:29]=[CH:30][CH:31]=[CH:32][C:25]=1[C:22]1[CH:21]=[C:20]([CH3:19])[S:24][CH:23]=1)[OH:28]. The yield is 0.870. (4) The catalyst is C1COCC1.[Cu]I.[Cl-].[Cl-].C1(P(C2C=CC=CC=2)C2C=CC=CC=2)C=CC=CC=1.C1(P(C2C=CC=CC=2)C2C=CC=CC=2)C=CC=CC=1.[Pd+2]. The product is [NH2:1][C:2]([CH3:19])([CH3:18])[C@H:3]([NH:8][C:9](=[O:17])[C:10]1[CH:15]=[CH:14][C:13]([C:24]#[C:23]/[CH:22]=[CH:21]/[CH2:20][OH:25])=[CH:12][CH:11]=1)[C:4]([O:6][CH3:7])=[O:5]. The yield is 0.510. The reactants are [NH2:1][C:2]([CH3:19])([CH3:18])[C@H:3]([NH:8][C:9](=[O:17])[C:10]1[CH:15]=[CH:14][C:13](I)=[CH:12][CH:11]=1)[C:4]([O:6][CH3:7])=[O:5].[CH2:20]([OH:25])/[CH:21]=[CH:22]/[C:23]#[CH:24].C(N(CC)CC)C. (5) The reactants are [N:1]1([C:6]2[CH:11]=[CH:10][C:9](/[CH:12]=[CH:13]/[C:14]([C:16]3[CH:21]=[C:20]([Cl:22])[CH:19]=[C:18]([Cl:23])[CH:17]=3)=[O:15])=[CH:8][CH:7]=2)[CH:5]=[N:4][CH:3]=[N:2]1.[F:24][C:25]([Si](C)(C)C)([F:27])[F:26].[F-].C([N+](CCCC)(CCCC)CCCC)CCC.Cl. The catalyst is C1COCC1. The product is [N:1]1([C:6]2[CH:11]=[CH:10][C:9](/[CH:12]=[CH:13]/[C:14]([C:16]3[CH:17]=[C:18]([Cl:23])[CH:19]=[C:20]([Cl:22])[CH:21]=3)([OH:15])[C:25]([F:27])([F:26])[F:24])=[CH:8][CH:7]=2)[CH:5]=[N:4][CH:3]=[N:2]1. The yield is 0.250. (6) The reactants are [NH:1]1[CH2:6][CH2:5][CH2:4][CH:3]([O:7][C:8]2[CH:27]=[CH:26][C:11]3[C:12]4[N:16]([CH2:17][CH2:18][O:19][C:10]=3[CH:9]=2)[CH:15]=[C:14]([C:20]2[CH:25]=[CH:24][CH:23]=[CH:22][N:21]=2)[N:13]=4)[CH2:2]1.[CH3:28][C:29]([CH3:31])=O.C(O[BH-](OC(=O)C)OC(=O)C)(=O)C.[Na+].C([O-])(O)=O.[Na+]. The catalyst is C(Cl)Cl.CCOC(C)=O.O.CC(O)=O. The product is [CH:29]([N:1]1[CH2:6][CH2:5][CH2:4][CH:3]([O:7][C:8]2[CH:27]=[CH:26][C:11]3[C:12]4[N:16]([CH:15]=[C:14]([C:20]5[CH:25]=[CH:24][CH:23]=[CH:22][N:21]=5)[N:13]=4)[CH2:17][CH2:18][O:19][C:10]=3[CH:9]=2)[CH2:2]1)([CH3:31])[CH3:28]. The yield is 0.760. (7) The reactants are [O:1]=[C:2]1[NH:11][C:10]2[N:9]=[CH:8][CH:7]=[C:6]([O:12][C:13]3[CH:14]=[CH:15][C:16]4[O:20][C@H:19]5[C@H:21]([NH:22]C(=O)OC(C)(C)C)[C@H:18]5[C:17]=4[CH:30]=3)[C:5]=2[CH2:4][CH2:3]1.[ClH:31].CC(=O)OCC. The catalyst is CC(=O)OCC. The product is [ClH:31].[NH2:22][C@@H:21]1[C@@H:18]2[C@H:19]1[O:20][C:16]1[CH:15]=[CH:14][C:13]([O:12][C:6]3[CH:7]=[CH:8][N:9]=[C:10]4[C:5]=3[CH2:4][CH2:3][C:2](=[O:1])[NH:11]4)=[CH:30][C:17]=12. The yield is 0.549. (8) The reactants are [Cl:1][C:2]1[C:7]([O:8][CH3:9])=[CH:6][C:5]([NH:10][C:11]2[C:16]([C:17]#[N:18])=[CH:15][N:14]=[C:13]3[C:19]4[CH:25]=[C:24]([N+:26]([O-])=O)[CH:23]=[CH:22][C:20]=4[S:21][C:12]=23)=[C:4]([CH3:29])[CH:3]=1.[Cl-].[NH4+]. The catalyst is CO.[Fe]. The product is [NH2:26][C:24]1[CH:23]=[CH:22][C:20]2[S:21][C:12]3[C:13](=[N:14][CH:15]=[C:16]([C:17]#[N:18])[C:11]=3[NH:10][C:5]3[CH:6]=[C:7]([O:8][CH3:9])[C:2]([Cl:1])=[CH:3][C:4]=3[CH3:29])[C:19]=2[CH:25]=1. The yield is 0.370.